This data is from Reaction yield outcomes from USPTO patents with 853,638 reactions. The task is: Predict the reaction yield, written as a fraction of the theoretical maximum amount of product (1.0 means a 100% yield; for example, 0.34 means a 34% yield). The reactants are [CH2:1]([O:8][C:9]1[CH:14]=[C:13]([O:15][CH2:16][C:17]2[CH:22]=[CH:21][CH:20]=[CH:19][CH:18]=2)[C:12]([N:23]=[N+:24]=[N-:25])=[CH:11][C:10]=1[CH:26]([CH3:28])[CH3:27])[C:2]1[CH:7]=[CH:6][CH:5]=[CH:4][CH:3]=1.[C:29]([N:31]([CH2:39][C:40]1[CH:45]=[CH:44][C:43]([N:46]2[CH2:51][CH2:50][O:49][CH2:48][CH2:47]2)=[CH:42][CH:41]=1)[C:32](=[O:38])[O:33][C:34]([CH3:37])([CH3:36])[CH3:35])#[CH:30].CCOC(C)=O.O. The catalyst is CN(C=O)C. The product is [C:34]([O:33][C:32](=[O:38])[N:31]([C:29]1[N:23]([C:12]2[CH:11]=[C:10]([CH:26]([CH3:28])[CH3:27])[C:9]([O:8][CH2:1][C:2]3[CH:3]=[CH:4][CH:5]=[CH:6][CH:7]=3)=[CH:14][C:13]=2[O:15][CH2:16][C:17]2[CH:18]=[CH:19][CH:20]=[CH:21][CH:22]=2)[N:24]=[N:25][CH:30]=1)[CH2:39][C:40]1[CH:45]=[CH:44][C:43]([N:46]2[CH2:47][CH2:48][O:49][CH2:50][CH2:51]2)=[CH:42][CH:41]=1)([CH3:37])([CH3:36])[CH3:35]. The yield is 0.560.